From a dataset of Full USPTO retrosynthesis dataset with 1.9M reactions from patents (1976-2016). Predict the reactants needed to synthesize the given product. (1) Given the product [CH3:3][C:4]1[NH:5][C:6]2[C:11]([C:12]=1[C:26](=[O:27])[C:25]([Cl:30])([Cl:29])[Cl:24])=[CH:10][CH:9]=[CH:8][C:7]=2[O:13][CH3:14], predict the reactants needed to synthesize it. The reactants are: N#N.[CH3:3][C:4]1[NH:5][C:6]2[C:11]([CH:12]=1)=[CH:10][CH:9]=[CH:8][C:7]=2[O:13][CH3:14].N1C(C)=CC(C)=CC=1C.[Cl:24][C:25]([Cl:30])([Cl:29])[C:26](Cl)=[O:27]. (2) The reactants are: [C:1]1(=O)O[C:4](=O)[CH:3]=[CH:2]1.C1CC=CC=1.[CH2:13]1[CH:17]2C(C(O)=O)[CH:19](C(O)=O)[CH:14]1[CH:15]=[CH:16]2. Given the product [CH2:1]1[CH:19]2[C@@H:14]3[CH:13]=[CH:17][C@H:16]([CH:4]2[CH:3]=[CH:2]1)[CH2:15]3, predict the reactants needed to synthesize it. (3) Given the product [Cl:1][C:2]1[CH:27]=[CH:26][C:5]([O:6][C:7](=[O:8])[N:9]([C@H:10]2[CH2:15][CH2:14][C@H:13]([CH2:16][CH2:17][CH2:18][CH2:19][N:30]([CH2:28][CH3:29])[CH2:31][CH2:32][OH:33])[CH2:12][CH2:11]2)[CH3:25])=[CH:4][CH:3]=1, predict the reactants needed to synthesize it. The reactants are: [Cl:1][C:2]1[CH:27]=[CH:26][C:5]([O:6][C:7]([N:9]([CH3:25])[C@H:10]2[CH2:15][CH2:14][C@H:13]([CH2:16][CH2:17][CH2:18][CH2:19]OS(C)(=O)=O)[CH2:12][CH2:11]2)=[O:8])=[CH:4][CH:3]=1.[CH2:28]([NH:30][CH2:31][CH2:32][OH:33])[CH3:29]. (4) Given the product [N:24]1([C:22](=[O:23])[CH:21]([O:9][C:4]2[CH:5]=[CH:6][CH:7]=[CH:8][C:3]=2[CH:1]=[CH2:2])[CH3:29])[CH2:28][CH2:27][CH2:26][CH2:25]1, predict the reactants needed to synthesize it. The reactants are: [CH:1]([C:3]1[CH:8]=[CH:7][CH:6]=[CH:5][C:4]=1[O-:9])=[CH2:2].[K+].[OH-].[K+].C1(C)C=CC=CC=1.Br[CH:21]([CH3:29])[C:22]([N:24]1[CH2:28][CH2:27][CH2:26][CH2:25]1)=[O:23]. (5) Given the product [O:1]=[C:2]1[C:11]2[C:6](=[CH:7][CH:8]=[CH:9][CH:10]=2)[CH:5]=[C:4]([C:12]([OH:14])=[O:13])[NH:15]1, predict the reactants needed to synthesize it. The reactants are: [O:1]=[C:2]1[C:11]2[C:6](=[CH:7][CH:8]=[CH:9][CH:10]=2)[CH:5]=[C:4]([C:12]([OH:14])=[O:13])O1.[NH3:15].CO. (6) Given the product [Cl:9][C:10]1[C:18]2[C:13](=[CH:14][CH:15]=[CH:16][CH:17]=2)[N:12]([C:4]2[N:3]=[C:2]([NH:24][C:23]3[CH:25]=[CH:26][C:20]([Cl:19])=[CH:21][CH:22]=3)[CH:7]=[CH:6][CH:5]=2)[N:11]=1, predict the reactants needed to synthesize it. The reactants are: F[C:2]1[CH:7]=[CH:6][CH:5]=[C:4](F)[N:3]=1.[Cl:9][C:10]1[C:18]2[C:13](=[CH:14][CH:15]=[CH:16][CH:17]=2)[NH:12][N:11]=1.[Cl:19][C:20]1[CH:26]=[CH:25][C:23]([NH2:24])=[CH:22][CH:21]=1. (7) Given the product [Br:5][C:18]1[C:17]2[S:16][C:15]([C:14]3[C:7]([Cl:6])=[CH:8][C:9]([C:10]#[N:11])=[CH:12][C:13]=3[Cl:26])=[N:23][C:22]=2[C:21]([F:24])=[CH:20][N:19]=1, predict the reactants needed to synthesize it. The reactants are: C[Si]([Br:5])(C)C.[Cl:6][C:7]1[CH:8]=[C:9]([CH:12]=[C:13]([Cl:26])[C:14]=1[C:15]1[S:16][C:17]2[C:18](Cl)=[N:19][CH:20]=[C:21]([F:24])[C:22]=2[N:23]=1)[C:10]#[N:11].C([O-])(O)=O.[Na+]. (8) Given the product [Br:1][CH2:35][C:34]([C:37]1[CH:42]=[CH:41][C:40]([NH:43][C:44](=[O:52])[C:45]([NH:47][C:48]([CH3:49])([CH3:50])[CH3:51])=[O:46])=[CH:39][C:38]=1[O:53][CH3:54])=[O:36], predict the reactants needed to synthesize it. The reactants are: [Br-:1].[Br-].[Br-].C1([N+](C)(C)C)C=CC=CC=1.C1([N+](C)(C)C)C=CC=CC=1.C1([N+](C)(C)C)C=CC=CC=1.[C:34]([C:37]1[CH:42]=[CH:41][C:40]([NH:43][C:44](=[O:52])[C:45]([NH:47][C:48]([CH3:51])([CH3:50])[CH3:49])=[O:46])=[CH:39][C:38]=1[O:53][CH3:54])(=[O:36])[CH3:35]. (9) Given the product [CH:1]1[C:13]2[CH2:12][C:11]3[C:6](=[CH:7][CH:8]=[CH:9][CH:10]=3)[C:5]=2[CH:4]=[CH:3][C:2]=1[NH:14][C:15](=[S:29])[CH:16]([CH3:18])[CH3:17], predict the reactants needed to synthesize it. The reactants are: [CH:1]1[C:13]2[CH2:12][C:11]3[C:6](=[CH:7][CH:8]=[CH:9][CH:10]=3)[C:5]=2[CH:4]=[CH:3][C:2]=1[NH:14][C:15](=O)[CH:16]([CH3:18])[CH3:17].COC1C=CC(P2(=S)SP(=S)(C3C=CC(OC)=CC=3)[S:29]2)=CC=1. (10) Given the product [CH2:1]([O:3][C:4]([CH:6]1[CH2:11][CH2:10][N:9]([CH2:18][C:19]2[CH:24]=[CH:23][CH:22]=[CH:21][CH:20]=2)[CH2:8][CH2:7]1)=[O:5])[CH3:2], predict the reactants needed to synthesize it. The reactants are: [CH2:1]([O:3][C:4]([CH:6]1[CH2:11][CH2:10][NH:9][CH2:8][CH2:7]1)=[O:5])[CH3:2].C(=O)([O-])[O-].[K+].[K+].[CH2:18](Br)[C:19]1[CH:24]=[CH:23][CH:22]=[CH:21][CH:20]=1.O.